From a dataset of Forward reaction prediction with 1.9M reactions from USPTO patents (1976-2016). Predict the product of the given reaction. Given the reactants [CH:1]([CH:4]1[CH2:9][NH:8][CH2:7][CH2:6][NH:5]1)([CH3:3])[CH3:2].[Cl:10][C:11]1[N:12]=[N:13][C:14](Cl)=[CH:15][CH:16]=1, predict the reaction product. The product is: [Cl:10][C:11]1[N:12]=[N:13][C:14]([N:8]2[CH2:7][CH2:6][NH:5][CH:4]([CH:1]([CH3:3])[CH3:2])[CH2:9]2)=[CH:15][CH:16]=1.